The task is: Predict the reaction yield, written as a fraction of the theoretical maximum amount of product (1.0 means a 100% yield; for example, 0.34 means a 34% yield).. This data is from Reaction yield outcomes from USPTO patents with 853,638 reactions. (1) The reactants are [CH3:1][O:2][C:3]1[CH:11]=[C:7]([C:8]([OH:10])=[O:9])[C:6]([NH2:12])=[CH:5][CH:4]=1.[C:13](OC(=O)C)(=O)[CH3:14]. No catalyst specified. The product is [CH3:13][C:14]1[O:9][C:8](=[O:10])[C:7]2[CH:11]=[C:3]([O:2][CH3:1])[CH:4]=[CH:5][C:6]=2[N:12]=1. The yield is 0.710. (2) The reactants are [Cl:1][C:2]1[C:11]([O:12][CH3:13])=[CH:10][C:5]([C:6]([O:8][CH3:9])=[O:7])=[CH:4][C:3]=1[CH2:14][O:15][C:16]1[CH:17]=[N:18][C:19](Cl)=[N:20][CH:21]=1.[CH3:23][C@@H:24]1[NH:29][C@H:28]([CH3:30])[CH2:27][N:26]([C:31]2[CH:37]=[CH:36][C:34]([NH2:35])=[CH:33][CH:32]=2)[CH2:25]1.CC1(C)C2C(=C(P(C3C=CC=CC=3)C3C=CC=CC=3)C=CC=2)OC2C(P(C3C=CC=CC=3)C3C=CC=CC=3)=CC=CC1=2.C([O-])([O-])=O.[Cs+].[Cs+]. The catalyst is O1CCOCC1.C([O-])(=O)C.[Pd+2].C([O-])(=O)C. The product is [Cl:1][C:2]1[C:11]([O:12][CH3:13])=[CH:10][C:5]([C:6]([O:8][CH3:9])=[O:7])=[CH:4][C:3]=1[CH2:14][O:15][C:16]1[CH:17]=[N:18][C:19]([NH:35][C:34]2[CH:33]=[CH:32][C:31]([N:26]3[CH2:25][C@@H:24]([CH3:23])[NH:29][C@@H:28]([CH3:30])[CH2:27]3)=[CH:37][CH:36]=2)=[N:20][CH:21]=1. The yield is 0.643. (3) The reactants are C[C:2]([O-:5])(C)C.[K+].Cl[C:8]1[N:13]=[C:12]2[O:14][C:15]([C:19]3[CH:20]=[C:21]([CH:26]=[CH:27][CH:28]=3)[C:22]([O:24][CH3:25])=[O:23])=[CH:16][C:17](=[O:18])[C:11]2=[CH:10][CH:9]=1. The yield is 0.850. The catalyst is CO. The product is [CH3:2][O:5][C:8]1[N:13]=[C:12]2[O:14][C:15]([C:19]3[CH:20]=[C:21]([CH:26]=[CH:27][CH:28]=3)[C:22]([O:24][CH3:25])=[O:23])=[CH:16][C:17](=[O:18])[C:11]2=[CH:10][CH:9]=1. (4) The yield is 0.620. The product is [CH2:46]([O:50][C:12]1[CH:13]=[CH:14][CH:15]=[CH:16][C:17]=1[O:18][CH3:19])[CH2:47][CH2:48][CH3:49]. The catalyst is C1(C)C=CC=CC=1.C(OCC)(=O)C.C([O-])(=O)C.[Pd+2].C([O-])(=O)C. The reactants are CC1(C)P([C:12]2[C:17]([O:18][CH3:19])=[CH:16][CH:15]=[C:14](OC)[C:13]=2C2C(C(C)C)=CC(C(C)C)=CC=2C(C)C)C(C)(C)CC2(OCCO2)C1.C(=O)([O-])[O-].[Cs+].[Cs+].[CH2:46]([OH:50])[CH2:47][CH2:48][CH3:49].ClC1C=CC=CC=1OC. (5) The reactants are [NH:1]1[C:9]2[C:4](=[CH:5][CH:6]=[CH:7][CH:8]=2)[C:3](/[CH:10]=[CH:11]/[C:12]2[CH:20]=[CH:19][CH:18]=[CH:17][C:13]=2[C:14](O)=[O:15])=[N:2]1.CN1CCOCC1.[NH2:28][C:29]1[N:33]=[CH:32][NH:31][N:30]=1.C(Cl)CCl.O.ON1C2C=CC=CC=2N=N1. The catalyst is C1COCC1.C(OCC)(=O)C.O. The product is [NH:1]1[C:9]2[C:4](=[CH:5][CH:6]=[CH:7][CH:8]=2)[C:3](/[CH:10]=[CH:11]/[C:12]2[CH:20]=[CH:19][CH:18]=[CH:17][C:13]=2[C:14]([NH:28][C:29]2[N:33]=[CH:32][NH:31][N:30]=2)=[O:15])=[N:2]1. The yield is 0.450. (6) The reactants are [Br:1][C:2]1[CH:10]=[C:9]2[C:5]([C:6]3([CH:16]([C:17]([CH3:19])=[CH2:18])[CH2:15][C:14](=O)[CH2:13][CH:12]3[C:21]3[CH:26]=[CH:25][CH:24]=[C:23]([Cl:27])[CH:22]=3)[C:7](=[O:11])[NH:8]2)=[CH:4][CH:3]=1.[OH-:28].[NH4+:29].Cl. The catalyst is CCO.O. The product is [Br:1][C:2]1[CH:10]=[C:9]2[C:5]([C@@:6]3([C@H:16]([C:17]([CH3:19])=[CH2:18])[CH2:15]/[C:14](=[N:29]/[OH:28])/[CH2:13][C@H:12]3[C:21]3[CH:26]=[CH:25][CH:24]=[C:23]([Cl:27])[CH:22]=3)[C:7](=[O:11])[NH:8]2)=[CH:4][CH:3]=1. The yield is 0.750. (7) The reactants are [OH:1][C:2]1[CH:9]=[CH:8][C:5]([CH:6]=O)=[CH:4][CH:3]=1.[CH3:10][C:11]1([CH3:19])[O:16][C:15](=[O:17])[CH2:14][C:13](=[O:18])[O:12]1. The catalyst is O. The product is [OH:1][C:2]1[CH:9]=[CH:8][C:5]([CH:6]=[C:14]2[C:15](=[O:17])[O:16][C:11]([CH3:19])([CH3:10])[O:12][C:13]2=[O:18])=[CH:4][CH:3]=1. The yield is 0.837. (8) The reactants are C(O[C:4](=[O:9])[C:5]([F:8])([F:7])[F:6])C.[NH2:10][CH2:11][CH2:12][NH:13][CH2:14][CH2:15][NH2:16]. The catalyst is C1COCC1. The product is [NH:13]([CH2:14][CH2:15][NH:16][C:4](=[O:9])[C:5]([F:6])([F:7])[F:8])[CH2:12][CH2:11][NH:10][C:4](=[O:9])[C:5]([F:8])([F:7])[F:6]. The yield is 0.890. (9) The product is [C:1]1([C:7]2[C:8]3[C:9](=[N:25][N:26]([CH2:29][CH2:30][N:31]4[C:35](=[O:36])[C:34]5=[CH:37][CH:38]=[CH:39][CH:40]=[C:33]5[C:32]4=[O:41])[CH:27]=3)[N:10]=[C:11]([C:19]3[CH:24]=[CH:23][CH:22]=[CH:21][CH:20]=3)[C:12]=2[C:13]2[CH:18]=[CH:17][N:16]=[CH:15][CH:14]=2)[CH:6]=[CH:5][CH:4]=[CH:3][CH:2]=1. The yield is 0.310. No catalyst specified. The reactants are [C:1]1([C:7]2[C:12]([C:13]3[CH:18]=[CH:17][N:16]=[CH:15][CH:14]=3)=[C:11]([C:19]3[CH:24]=[CH:23][CH:22]=[CH:21][CH:20]=3)[N:10]=[C:9]3[NH:25][N:26]=[CH:27][C:8]=23)[CH:6]=[CH:5][CH:4]=[CH:3][CH:2]=1.Br[CH2:29][CH2:30][N:31]1[C:35](=[O:36])[C:34]2=[CH:37][CH:38]=[CH:39][CH:40]=[C:33]2[C:32]1=[O:41].